This data is from Full USPTO retrosynthesis dataset with 1.9M reactions from patents (1976-2016). The task is: Predict the reactants needed to synthesize the given product. (1) Given the product [NH:8]1[CH2:13][CH2:12][O:11][CH2:10][CH:9]1[CH2:14][CH:15]([CH2:18][OH:19])[CH2:16][OH:17], predict the reactants needed to synthesize it. The reactants are: C([N:8]1[CH2:13][CH2:12][O:11][CH2:10][CH:9]1[CH2:14][CH:15]([CH2:18][OH:19])[CH2:16][OH:17])C1C=CC=CC=1. (2) Given the product [F:32][C:33]1[CH:40]=[CH:39][C:38]([C:2]2[CH:7]=[CH:6][N:5]=[C:4]3[N:8]([S:23]([C:26]4[CH:31]=[CH:30][CH:29]=[CH:28][CH:27]=4)(=[O:25])=[O:24])[C:9]([C:11]4[CH:16]=[CH:15][C:14]([N:17]5[CH2:18][CH2:19][O:20][CH2:21][CH2:22]5)=[CH:13][CH:12]=4)=[CH:10][C:3]=23)=[CH:37][C:34]=1[C:35]#[N:36], predict the reactants needed to synthesize it. The reactants are: Br[C:2]1[CH:7]=[CH:6][N:5]=[C:4]2[N:8]([S:23]([C:26]3[CH:31]=[CH:30][CH:29]=[CH:28][CH:27]=3)(=[O:25])=[O:24])[C:9]([C:11]3[CH:16]=[CH:15][C:14]([N:17]4[CH2:22][CH2:21][O:20][CH2:19][CH2:18]4)=[CH:13][CH:12]=3)=[CH:10][C:3]=12.[F:32][C:33]1[CH:40]=[CH:39][C:38](B2OC(C)(C)C(C)(C)O2)=[CH:37][C:34]=1[C:35]#[N:36].C([O-])(O)=O.[Na+]. (3) The reactants are: [OH:1][C:2]1[CH:3]=[CH:4][C:5]2[C:9]([CH2:10][CH2:11][C:12]([O:14][CH2:15][CH3:16])=[O:13])=[CH:8][S:7][C:6]=2[CH:17]=1.CN1CCOCC1.[CH3:25][NH:26][C:27]1[N:32]=[C:31]([CH2:33][CH2:34]O)[CH:30]=[CH:29][CH:28]=1.C1(P(C2C=CC=CC=2)C2C=CC=CC=2)C=CC=CC=1.N(C(OC(C)C)=O)=NC(OC(C)C)=O. Given the product [CH3:25][NH:26][C:27]1[N:32]=[C:31]([CH2:33][CH2:34][O:1][C:2]2[CH:3]=[CH:4][C:5]3[C:9]([CH2:10][CH2:11][C:12]([O:14][CH2:15][CH3:16])=[O:13])=[CH:8][S:7][C:6]=3[CH:17]=2)[CH:30]=[CH:29][CH:28]=1, predict the reactants needed to synthesize it. (4) The reactants are: [CH3:1][N:2]1[C:7](=[O:8])[C:6]2=[C:9]([S:23][CH2:24][CH2:25][CH2:26][C:27]([O:29]C)=[O:28])[N:10]([CH2:12][C:13]3[C:22]4[C:17](=[CH:18][CH:19]=[CH:20][CH:21]=4)[CH:16]=[CH:15][CH:14]=3)[CH:11]=[C:5]2[N:4]([CH2:31][CH:32]([CH3:34])[CH3:33])[C:3]1=[O:35].Cl. Given the product [CH3:1][N:2]1[C:7](=[O:8])[C:6]2=[C:9]([S:23][CH2:24][CH2:25][CH2:26][C:27]([OH:29])=[O:28])[N:10]([CH2:12][C:13]3[C:22]4[C:17](=[CH:18][CH:19]=[CH:20][CH:21]=4)[CH:16]=[CH:15][CH:14]=3)[CH:11]=[C:5]2[N:4]([CH2:31][CH:32]([CH3:33])[CH3:34])[C:3]1=[O:35], predict the reactants needed to synthesize it. (5) Given the product [ClH:42].[NH2:7][C:8]1[C@@H:9]([CH3:34])[O:10][CH2:11][C@:12]([C:17]2[CH:22]=[C:21]([NH:23][C:24]([C:26]3[CH:31]=[CH:30][C:29]([Br:32])=[CH:28][N:27]=3)=[O:25])[CH:20]=[CH:19][C:18]=2[F:33])([CH:14]([F:15])[F:16])[N:13]=1, predict the reactants needed to synthesize it. The reactants are: C(OC(=O)[NH:7][C:8]1[CH:9]([CH3:34])[O:10][CH2:11][C:12]([C:17]2[CH:22]=[C:21]([NH:23][C:24]([C:26]3[CH:31]=[CH:30][C:29]([Br:32])=[CH:28][N:27]=3)=[O:25])[CH:20]=[CH:19][C:18]=2[F:33])([CH:14]([F:16])[F:15])[N:13]=1)(C)(C)C.O1CCOCC1.[ClH:42]. (6) The reactants are: [O:1]=[P:2]12[O:13][P:11]3([O:14][P:4]([O:6][P:7]([O:10]3)([O:9]1)=[O:8])(=[O:5])[O:3]2)=[O:12].[CH3:15][S:16]([OH:19])(=[O:18])=[O:17]. Given the product [CH3:15][S:16]([OH:19])(=[O:18])=[O:17].[O:5]=[P:4]12[O:3][P:2]3([O:9][P:7]([O:10][P:11]([O:13]3)([O:14]1)=[O:12])(=[O:8])[O:6]2)=[O:1], predict the reactants needed to synthesize it. (7) Given the product [Cl:32][C:33]1[CH:34]=[C:35]2[CH:41]=[C:40]([CH2:42][N:19]3[C:23]4[CH:24]=[N:25][CH:26]=[CH:27][C:22]=4[N:21]([CH:28]4[CH2:29][CH2:30]4)[C:20]3=[O:31])[N:39]([CH2:44][CH2:45][CH2:46][CH2:47][F:48])[C:36]2=[CH:37][N:38]=1, predict the reactants needed to synthesize it. The reactants are: BrC1C2C=NC=CC=2N(CCCS(C)(=O)=O)C=1C[N:19]1[C:23]2[CH:24]=[N:25][CH:26]=[CH:27][C:22]=2[N:21]([CH:28]2[CH2:30][CH2:29]2)[C:20]1=[O:31].[Cl:32][C:33]1[CH:34]=[C:35]2[CH:41]=[C:40]([CH2:42]O)[N:39]([CH2:44][CH2:45][CH2:46][CH2:47][F:48])[C:36]2=[CH:37][N:38]=1. (8) The reactants are: Cl.[Cl:2][C:3]1[CH:4]=[C:5]2[C:9](=[CH:10][CH:11]=1)[NH:8][CH:7]=[C:6]2[CH2:12][CH2:13][NH2:14].[CH3:15][C:16]1[C:20]([C:21](Cl)=[O:22])=[C:19]([C:24]2[CH:29]=[CH:28][CH:27]=[CH:26][CH:25]=2)[O:18][N:17]=1.C(N(CC)CC)C.C(OCC)(=O)C. Given the product [Cl:2][C:3]1[CH:4]=[C:5]2[C:9](=[CH:10][CH:11]=1)[NH:8][CH:7]=[C:6]2[CH2:12][CH2:13][NH:14][C:21]([C:20]1[C:16]([CH3:15])=[N:17][O:18][C:19]=1[C:24]1[CH:25]=[CH:26][CH:27]=[CH:28][CH:29]=1)=[O:22], predict the reactants needed to synthesize it. (9) Given the product [ClH:34].[ClH:59].[CH2:52]([O:51][C:48]1[CH:49]=[CH:50][C:45]([CH:18]([C:19]2([OH:25])[CH2:20][CH2:21][CH2:22][CH2:23][CH2:24]2)[CH2:17][N:26]2[CH2:30][CH2:29][C@@H:28]([N:31]([CH3:33])[CH3:32])[CH2:27]2)=[CH:46][C:47]=1[Cl:59])[C:53]1[CH:54]=[CH:55][CH:56]=[CH:57][CH:58]=1, predict the reactants needed to synthesize it. The reactants are: Cl.Cl.C(OC1C=CC([CH:17]([N:26]2[CH2:30][CH2:29][C@@H:28]([N:31]([CH3:33])[CH3:32])[CH2:27]2)[CH2:18][C:19]2([OH:25])[CH2:24][CH2:23][CH2:22][CH2:21][CH2:20]2)=CC=1[Cl:34])C1C=CC=CC=1.Cl.Cl.N[C@@H]1CCN(CC(C2(O)CCCCC2)[C:45]2[CH:50]=[CH:49][C:48]([O:51][CH2:52][C:53]3[CH:58]=[CH:57][CH:56]=[CH:55][CH:54]=3)=[C:47]([Cl:59])[CH:46]=2)C1. (10) The reactants are: C1[C@H](N)[C@@H](O[C@H]2O[C@H](CN)[C@@H](O)[C@H](O)[C@H]2N)[C@H]([O:20][C@@H:21]2[O:25][C@H:24]([CH2:26]O)[C@@H:23](O[C@H]3O[C@@H](CN)[C@@H](O)[C@H](O)[C@H]3N)[C@H:22]2[OH:40])[C@@H](O)[C@@H]1N.OS(O)(=O)=O.C(N(CC)CC)C.[Si:55](OS(C(F)(F)F)(=O)=O)([C:58]([CH3:61])([CH3:60])[CH3:59])([CH3:57])[CH3:56]. Given the product [CH2:24]([O:25][C:21](=[O:20])[C:22]([O:40][Si:55]([C:58]([CH3:61])([CH3:60])[CH3:59])([CH3:57])[CH3:56])=[CH2:23])[CH3:26], predict the reactants needed to synthesize it.